Dataset: Catalyst prediction with 721,799 reactions and 888 catalyst types from USPTO. Task: Predict which catalyst facilitates the given reaction. Reactant: [N:1]1[CH:6]=[CH:5][CH:4]=[C:3]([CH2:7][C:8]([OH:10])=O)[CH:2]=1.C(Cl)(=O)C([Cl:14])=O. Product: [ClH:14].[N:1]1[CH:6]=[CH:5][CH:4]=[C:3]([CH2:7][C:8]([Cl:14])=[O:10])[CH:2]=1. The catalyst class is: 120.